Dataset: Forward reaction prediction with 1.9M reactions from USPTO patents (1976-2016). Task: Predict the product of the given reaction. (1) Given the reactants C=O.N1C=CC=C[CH:4]=1.Cl.[CH2:10]([O:17][NH2:18])[C:11]1[CH:16]=[CH:15][CH:14]=[CH:13][CH:12]=1.Cl, predict the reaction product. The product is: [CH2:10]([O:17][N:18]=[CH2:4])[C:11]1[CH:16]=[CH:15][CH:14]=[CH:13][CH:12]=1. (2) Given the reactants [CH2:1]([O:3][C:4](=[O:45])[CH2:5][C:6]1([C:9]2[CH:14]=[CH:13][C:12]([C:15]3[CH:20]=[CH:19][C:18]([C:21]4[O:25][N:24]=[C:23]([CH3:26])[C:22]=4[CH:27]([OH:44])[CH2:28]/[CH:29]=[CH:30]/[C:31]4[CH:36]=[CH:35][C:34]([CH2:37][C:38]5[CH:43]=[CH:42][CH:41]=[CH:40][CH:39]=5)=[CH:33][CH:32]=4)=[CH:17][CH:16]=3)=[CH:11][CH:10]=2)[CH2:8][CH2:7]1)[CH3:2], predict the reaction product. The product is: [CH2:1]([O:3][C:4](=[O:45])[CH2:5][C:6]1([C:9]2[CH:10]=[CH:11][C:12]([C:15]3[CH:20]=[CH:19][C:18]([C:21]4[O:25][N:24]=[C:23]([CH3:26])[C:22]=4[CH:27]([OH:44])[CH2:28][CH2:29][CH2:30][C:31]4[CH:36]=[CH:35][C:34]([CH2:37][C:38]5[CH:39]=[CH:40][CH:41]=[CH:42][CH:43]=5)=[CH:33][CH:32]=4)=[CH:17][CH:16]=3)=[CH:13][CH:14]=2)[CH2:8][CH2:7]1)[CH3:2].